From a dataset of Full USPTO retrosynthesis dataset with 1.9M reactions from patents (1976-2016). Predict the reactants needed to synthesize the given product. (1) Given the product [Cl:1][C:2]1[N:3]=[C:4]([C@H:17]2[N:25]3[C:20](=[CH:21][C:22]([C:27]4[CH:32]=[C:31]([Cl:33])[CH:30]=[CH:29][C:28]=4[N:34]4[CH:38]=[N:37][N:36]=[N:35]4)=[CH:23][C:24]3=[O:26])[CH2:19][CH2:18]2)[NH:5][C:6]=1[C:7]1[CH:8]=[C:9]([CH2:13][C:14]([NH:41][CH3:40])=[O:15])[CH:10]=[CH:11][CH:12]=1, predict the reactants needed to synthesize it. The reactants are: [Cl:1][C:2]1[N:3]=[C:4]([C@H:17]2[N:25]3[C:20](=[CH:21][C:22]([C:27]4[CH:32]=[C:31]([Cl:33])[CH:30]=[CH:29][C:28]=4[N:34]4[CH:38]=[N:37][N:36]=[N:35]4)=[CH:23][C:24]3=[O:26])[CH2:19][CH2:18]2)[NH:5][C:6]=1[C:7]1[CH:8]=[C:9]([CH2:13][C:14](O)=[O:15])[CH:10]=[CH:11][CH:12]=1.Cl.[CH3:40][NH2:41]. (2) Given the product [Br:6][C:7]1[CH:8]=[C:9]2[C:14](=[CH:15][CH:16]=1)[C:13](=[O:17])[N:12]([CH2:18][C:19]1[CH:20]=[CH:21][C:22]([S:25]([CH3:28])(=[O:26])=[O:27])=[CH:23][CH:24]=1)[C:11]([CH2:29][OH:30])=[C:10]2[C:32]1[CH:33]=[CH:34][CH:35]=[CH:36][CH:37]=1, predict the reactants needed to synthesize it. The reactants are: CN(C=O)C.[Br:6][C:7]1[CH:8]=[C:9]2[C:14](=[CH:15][CH:16]=1)[C:13](=[O:17])[N:12]([CH2:18][C:19]1[CH:24]=[CH:23][C:22]([S:25]([CH3:28])(=[O:27])=[O:26])=[CH:21][CH:20]=1)[C:11]([C:29](O)=[O:30])=[C:10]2[C:32]1[CH:37]=[CH:36][CH:35]=[CH:34][CH:33]=1.C(Cl)(=O)C(Cl)=O. (3) Given the product [CH2:1]([CH:5]1[C:9]2([CH2:14][CH2:13][N:12]([CH:24]3[CH2:25][CH2:26][N:21]([C:19](=[O:20])[C:18]4[C:28]([CH3:32])=[CH:29][CH:30]=[CH:31][C:17]=4[CH3:16])[CH2:22][CH2:23]3)[CH2:11][CH2:10]2)[O:8][C:7](=[O:15])[NH:6]1)[CH2:2][CH2:3][CH3:4], predict the reactants needed to synthesize it. The reactants are: [CH2:1]([CH:5]1[C:9]2([CH2:14][CH2:13][NH:12][CH2:11][CH2:10]2)[O:8][C:7](=[O:15])[NH:6]1)[CH2:2][CH2:3][CH3:4].[CH3:16][C:17]1[CH:31]=[CH:30][CH:29]=[C:28]([CH3:32])[C:18]=1[C:19]([N:21]1[CH2:26][CH2:25][C:24](=O)[CH2:23][CH2:22]1)=[O:20].C(O[BH-](OC(=O)C)OC(=O)C)(=O)C.[Na+].CC(O)=O.N.